The task is: Predict the reaction yield, written as a fraction of the theoretical maximum amount of product (1.0 means a 100% yield; for example, 0.34 means a 34% yield).. This data is from Reaction yield outcomes from USPTO patents with 853,638 reactions. The reactants are [NH2:1][C:2]1[CH:7]=[CH:6][CH:5]=[CH:4][CH:3]=1.[H-].[Na+].[F:10][C:11]1[CH:16]=[CH:15][C:14]([C:17]2[C:24](=[O:25])[N:20]3[CH2:21][CH2:22][CH2:23][N:19]3[C:18]=2[C:26]2[CH:31]=[CH:30][N:29]=[C:28](S(C)(=O)=O)[N:27]=2)=[CH:13][CH:12]=1. The catalyst is C1COCC1.[NH4+].[Cl-]. The product is [F:10][C:11]1[CH:16]=[CH:15][C:14]([C:17]2[C:24](=[O:25])[N:20]3[CH2:21][CH2:22][CH2:23][N:19]3[C:18]=2[C:26]2[CH:31]=[CH:30][N:29]=[C:28]([NH:1][C:2]3[CH:7]=[CH:6][CH:5]=[CH:4][CH:3]=3)[N:27]=2)=[CH:13][CH:12]=1. The yield is 0.200.